Dataset: Full USPTO retrosynthesis dataset with 1.9M reactions from patents (1976-2016). Task: Predict the reactants needed to synthesize the given product. (1) Given the product [Cl:1][C:2]1[CH:10]=[CH:9][CH:8]=[CH:7][C:3]=1[C:4]([NH:11][C@H:12]1[CH2:31][N:15]2[C:16](=[O:30])[N:17]([C:19]3[CH:24]=[CH:23][C:22]([O:25][C:26]([F:29])([F:27])[F:28])=[CH:21][CH:20]=3)[CH2:18][C@@H:14]2[CH2:13]1)=[O:5], predict the reactants needed to synthesize it. The reactants are: [Cl:1][C:2]1[CH:10]=[CH:9][CH:8]=[CH:7][C:3]=1[C:4](Cl)=[O:5].[NH2:11][C@H:12]1[CH2:31][N:15]2[C:16](=[O:30])[N:17]([C:19]3[CH:24]=[CH:23][C:22]([O:25][C:26]([F:29])([F:28])[F:27])=[CH:21][CH:20]=3)[CH2:18][C@@H:14]2[CH2:13]1.CCN(C(C)C)C(C)C.O. (2) Given the product [O:20]1[C:24]2[CH:25]=[CH:26][CH:27]=[CH:28][C:23]=2[CH:22]=[C:21]1[C:2]1[CH:3]=[C:4]2[C:9](=[CH:10][CH:11]=1)[C:8]([Cl:12])=[C:7]([O:13][CH2:14][C:15]([O:17][CH2:18][CH3:19])=[O:16])[CH:6]=[CH:5]2, predict the reactants needed to synthesize it. The reactants are: Br[C:2]1[CH:3]=[C:4]2[C:9](=[CH:10][CH:11]=1)[C:8]([Cl:12])=[C:7]([O:13][CH2:14][C:15]([O:17][CH2:18][CH3:19])=[O:16])[CH:6]=[CH:5]2.[O:20]1[C:24]2[CH:25]=[CH:26][CH:27]=[CH:28][C:23]=2[CH:22]=[C:21]1B(O)O.ClCCl.C(=O)([O-])[O-].[K+].[K+]. (3) Given the product [C:18]([N:15]1[CH2:16][CH2:17][C:11]2[C:10]([N:21]3[CH2:26][CH2:25][O:24][CH2:23][C@@H:22]3[CH3:27])=[N:9][C:8]([C:5]3[CH:4]=[CH:3][C:2]([NH:1][C:29]([NH:48][CH2:47][CH2:45][OH:46])=[O:28])=[CH:7][CH:6]=3)=[N:13][C:12]=2[CH2:14]1)(=[O:20])[CH3:19], predict the reactants needed to synthesize it. The reactants are: [NH2:1][C:2]1[CH:7]=[CH:6][C:5]([C:8]2[N:9]=[C:10]([N:21]3[CH2:26][CH2:25][O:24][CH2:23][C@@H:22]3[CH3:27])[C:11]3[CH2:17][CH2:16][N:15]([C:18](=[O:20])[CH3:19])[CH2:14][C:12]=3[N:13]=2)=[CH:4][CH:3]=1.[O:28]1CCOC[CH2:29]1.C(N(CC)CC)C.C(Cl)(Cl)=O.[CH2:45]([CH2:47][NH2:48])[OH:46]. (4) The reactants are: C(O[C:6](=O)[N:7]([CH:9]1[CH:13]([C:14]2[CH:19]=[CH:18][C:17]([Cl:20])=[CH:16][CH:15]=2)[CH2:12][N:11]([C:21]([N:23]2[CH2:28][CH2:27][N:26]([S:29]([CH3:32])(=[O:31])=[O:30])[CH2:25][CH2:24]2)=[O:22])[CH2:10]1)C)(C)(C)C.C(O)(C(F)(F)F)=O.C([O-])(O)=O.[Na+]. Given the product [Cl:20][C:17]1[CH:16]=[CH:15][C:14]([CH:13]2[CH:9]([NH:7][CH3:6])[CH2:10][N:11]([C:21]([N:23]3[CH2:24][CH2:25][N:26]([S:29]([CH3:32])(=[O:31])=[O:30])[CH2:27][CH2:28]3)=[O:22])[CH2:12]2)=[CH:19][CH:18]=1, predict the reactants needed to synthesize it. (5) Given the product [NH2:12][C:11]1[CH:10]=[CH:9][C:4]([C:5]([O:7][CH3:8])=[O:6])=[CH:3][C:2]=1[CH3:1], predict the reactants needed to synthesize it. The reactants are: [CH3:1][C:2]1[CH:3]=[C:4]([CH:9]=[CH:10][C:11]=1[N+:12]([O-])=O)[C:5]([O:7][CH3:8])=[O:6]. (6) Given the product [CH:1]([C:4]1[CH:9]=[CH:8][C:7]([O:10][C:11]([N:13]2[CH2:18][CH2:17][CH2:16][CH:15]([C:19]3[CH:24]=[CH:23][CH:22]=[C:21]([O:25][C:26]([C:29]([OH:31])=[O:30])([CH3:27])[CH3:28])[CH:20]=3)[CH2:14]2)=[O:12])=[CH:6][CH:5]=1)([CH3:3])[CH3:2], predict the reactants needed to synthesize it. The reactants are: [CH:1]([C:4]1[CH:9]=[CH:8][C:7]([O:10][C:11]([N:13]2[CH2:18][CH2:17][CH2:16][CH:15]([C:19]3[CH:24]=[CH:23][CH:22]=[C:21]([O:25][C:26]([C:29]([O:31]CC4C=CC=CC=4)=[O:30])([CH3:28])[CH3:27])[CH:20]=3)[CH2:14]2)=[O:12])=[CH:6][CH:5]=1)([CH3:3])[CH3:2]. (7) Given the product [Cl:22][C:23]1[CH:30]=[CH:29][C:26]([CH2:27][O:1][C:2]2[CH:3]=[C:4]([CH2:8][CH2:9][CH2:10][N:11]3[C:19](=[O:20])[C:18]4[C:13](=[CH:14][CH:15]=[CH:16][CH:17]=4)[C:12]3=[O:21])[CH:5]=[CH:6][CH:7]=2)=[CH:25][CH:24]=1, predict the reactants needed to synthesize it. The reactants are: [OH:1][C:2]1[CH:3]=[C:4]([CH2:8][CH2:9][CH2:10][N:11]2[C:19](=[O:20])[C:18]3[C:13](=[CH:14][CH:15]=[CH:16][CH:17]=3)[C:12]2=[O:21])[CH:5]=[CH:6][CH:7]=1.[Cl:22][C:23]1[CH:30]=[CH:29][C:26]([CH2:27]O)=[CH:25][CH:24]=1. (8) Given the product [NH2:18][C:16]1[C:15]2[C:10](=[CH:11][CH:12]=[CH:13][CH:14]=2)[CH:9]=[N:8][CH:17]=1, predict the reactants needed to synthesize it. The reactants are: C([N:8]1[CH:17]=[C:16]([NH2:18])[C:15]2[C:10](=[CH:11][CH:12]=[CH:13][CH:14]=2)[CH2:9]1)C1C=CC=CC=1.OS(O)(=O)=O.